This data is from Reaction yield outcomes from USPTO patents with 853,638 reactions. The task is: Predict the reaction yield, written as a fraction of the theoretical maximum amount of product (1.0 means a 100% yield; for example, 0.34 means a 34% yield). (1) The reactants are [NH2:1][C:2]1[CH:7]=[C:6]([O:8][C:9]2[C:14]([F:15])=[CH:13][C:12]([NH:16][C:17]([C:19]3([C:22]([NH:24][C:25]4[CH:30]=[CH:29][C:28]([F:31])=[CH:27][CH:26]=4)=[O:23])[CH2:21][CH2:20]3)=[O:18])=[C:11]([F:32])[CH:10]=2)[CH:5]=[CH:4][N:3]=1.[CH2:33]([N:35]([CH2:38][CH3:39])[CH2:36]C)C.ClC(OC1C=CC=CC=1)=[O:42].C(=O)([O-])O.[Na+]. The catalyst is O1CCCC1.C(OCC)(=O)C. The product is [N:35]1([C:33]([NH:1][C:2]2[CH:7]=[C:6]([O:8][C:9]3[C:14]([F:15])=[CH:13][C:12]([NH:16][C:17]([C:19]4([C:22]([NH:24][C:25]5[CH:26]=[CH:27][C:28]([F:31])=[CH:29][CH:30]=5)=[O:23])[CH2:21][CH2:20]4)=[O:18])=[C:11]([F:32])[CH:10]=3)[CH:5]=[CH:4][N:3]=2)=[O:42])[CH2:36][CH2:39][CH2:38]1. The yield is 0.790. (2) The reactants are [C:1]([O:5][C:6]([C:8]1[O:9][C:10]2[CH:17]=[CH:16][CH:15]=[C:14](OS(C(F)(F)F)(=O)=O)[C:11]=2[C:12]=1[CH3:13])=[O:7])([CH3:4])([CH3:3])[CH3:2].C([O-])([O-])=O.[K+].[K+].[N+:32]([C:35]1[CH:36]=[C:37](B(O)O)[CH:38]=[CH:39][CH:40]=1)([O-:34])=[O:33].COCCOC. The catalyst is O. The product is [C:1]([O:5][C:6]([C:8]1[O:9][C:10]2[CH:17]=[CH:16][CH:15]=[C:14]([C:39]3[CH:38]=[CH:37][CH:36]=[C:35]([N+:32]([O-:34])=[O:33])[CH:40]=3)[C:11]=2[C:12]=1[CH3:13])=[O:7])([CH3:4])([CH3:3])[CH3:2]. The yield is 0.880. (3) The reactants are [NH2:1][C:2]1[C:11]2[CH:10]=[CH:9][CH:8]=[C:7](Br)[C:6]=2[N:5]=[C:4]2[CH2:13][N:14]([CH:17]3[CH2:20][CH2:19][CH2:18]3)[C:15](=[O:16])[C:3]=12.[F:21][C:22]1[C:27](B(O)O)=[CH:26][CH:25]=[CH:24][N:23]=1. No catalyst specified. The product is [NH2:1][C:2]1[C:11]2[CH:10]=[CH:9][CH:8]=[C:7]([C:27]3[C:22]([F:21])=[N:23][CH:24]=[CH:25][CH:26]=3)[C:6]=2[N:5]=[C:4]2[CH2:13][N:14]([CH:17]3[CH2:20][CH2:19][CH2:18]3)[C:15](=[O:16])[C:3]=12. The yield is 0.726. (4) The reactants are [OH-:1].[Na+].N1([C:8]2[CH:9]=[N:10][C:11]3[C:16]([N:17]=2)=[CH:15][C:14]([C:18]2[N:22]4[CH2:23][CH2:24][N:25](C(=O)C)[C:21]4=[N:20][C:19]=2[C:29]2[CH:34]=[CH:33][CH:32]=[C:31]([CH3:35])[N:30]=2)=[CH:13][CH:12]=3)C=CN=C1.[CH3:36]O. No catalyst specified. The product is [CH3:36][O:1][C:8]1[CH:9]=[N:10][C:11]2[C:16](=[CH:15][C:14]([C:18]3[N:22]4[CH2:23][CH2:24][NH:25][C:21]4=[N:20][C:19]=3[C:29]3[CH:34]=[CH:33][CH:32]=[C:31]([CH3:35])[N:30]=3)=[CH:13][CH:12]=2)[N:17]=1. The yield is 0.940.